This data is from Reaction yield outcomes from USPTO patents with 853,638 reactions. The task is: Predict the reaction yield, written as a fraction of the theoretical maximum amount of product (1.0 means a 100% yield; for example, 0.34 means a 34% yield). (1) The reactants are [CH3:1][O:2][C:3]1[CH:4]=[C:5]2[C:10](=[CH:11][C:12]=1[O:13][CH3:14])[N:9]=[CH:8][CH:7]=[C:6]2[O:15][C:16]1[CH:22]=[CH:21][C:19]([NH2:20])=[C:18]([CH3:23])[C:17]=1[CH3:24].Cl[C:26](Cl)([O:28]C(=O)OC(Cl)(Cl)Cl)Cl.[CH3:37][CH2:38][CH:39]([OH:43])[CH2:40][C:41]#[CH:42].C(=O)(O)[O-].[Na+]. The catalyst is C(Cl)Cl.C(N(CC)CC)C.C1(C)C=CC=CC=1. The product is [CH3:1][O:2][C:3]1[CH:4]=[C:5]2[C:10](=[CH:11][C:12]=1[O:13][CH3:14])[N:9]=[CH:8][CH:7]=[C:6]2[O:15][C:16]1[CH:22]=[CH:21][C:19]([NH:20][C:26](=[O:28])[O:43][CH:39]([CH2:38][CH3:37])[CH2:40][C:41]#[CH:42])=[C:18]([CH3:23])[C:17]=1[CH3:24]. The yield is 0.590. (2) The reactants are Cl[C:2]1[C:11]2[C:6](=[CH:7][C:8]([O:14][CH2:15][CH:16]3[CH2:21][CH2:20][N:19]([CH3:22])[CH2:18][CH2:17]3)=[C:9]([O:12][CH3:13])[CH:10]=2)[N:5]=[CH:4][N:3]=1.[OH:23][C:24]1[CH:33]=[CH:32][C:27]2[N:28]=[C:29]([CH3:31])[NH:30][C:26]=2[CH:25]=1. No catalyst specified. The product is [CH3:13][O:12][C:9]1[CH:10]=[C:11]2[C:6](=[CH:7][C:8]=1[O:14][CH2:15][CH:16]1[CH2:21][CH2:20][N:19]([CH3:22])[CH2:18][CH2:17]1)[N:5]=[CH:4][N:3]=[C:2]2[O:23][C:24]1[CH:33]=[CH:32][C:27]2[N:28]=[C:29]([CH3:31])[NH:30][C:26]=2[CH:25]=1. The yield is 0.250. (3) The product is [CH3:6][O:7][C:8]1[CH:16]=[CH:15][C:11]([C:12]([N:3]([O:4][CH3:5])[CH3:2])=[O:14])=[C:10]([O:17][CH2:18][O:19][CH3:20])[CH:9]=1. The reactants are Cl.[CH3:2][NH:3][O:4][CH3:5].[CH3:6][O:7][C:8]1[CH:16]=[CH:15][C:11]([C:12]([OH:14])=O)=[C:10]([O:17][CH2:18][O:19][CH3:20])[CH:9]=1.Cl.C(N=C=NCCCN(C)C)C.ON1C2C=CC=CC=2N=N1. The yield is 0.570. The catalyst is C(N(CC)CC)C.CN(C)C=O. (4) The reactants are [F:1][C:2]1[C:3]([NH2:17])=[N:4][C:5]([O:8][CH2:9][C:10]2[CH:15]=[CH:14][C:13]([F:16])=[CH:12][CH:11]=2)=[N:6][CH:7]=1.[H-].[Na+].[CH2:20]([Si:22](Cl)([CH2:25][CH3:26])[CH2:23][CH3:24])[CH3:21].CCOCC. The catalyst is C1COCC1. The product is [F:1][C:2]1[C:3]([NH:17][Si:22]([CH2:25][CH3:26])([CH2:23][CH3:24])[CH2:20][CH3:21])=[N:4][C:5]([O:8][CH2:9][C:10]2[CH:11]=[CH:12][C:13]([F:16])=[CH:14][CH:15]=2)=[N:6][CH:7]=1. The yield is 0.330. (5) The reactants are [OH-].[Na+].C([O:5][C:6](=[O:28])[C:7]1[CH:12]=[C:11]([O:13][CH3:14])[C:10]([O:15][CH2:16][C:17]2[C:22]([CH3:23])=[N:21][C:20]([CH3:24])=[C:19]([CH3:25])[N:18]=2)=[C:9]([O:26][CH3:27])[CH:8]=1)C. The catalyst is O. The product is [CH3:23][C:22]1[C:17]([CH2:16][O:15][C:10]2[C:9]([O:26][CH3:27])=[CH:8][C:7]([C:6]([OH:28])=[O:5])=[CH:12][C:11]=2[O:13][CH3:14])=[N:18][C:19]([CH3:25])=[C:20]([CH3:24])[N:21]=1. The yield is 0.954. (6) The reactants are [N:1]([C:4]1[CH:9]=[CH:8][C:7]([O:10][CH3:11])=[CH:6][CH:5]=1)=[N+:2]=[N-:3].[F:12][C:13]1[CH:18]=[C:17]([C:19]([F:22])([F:21])[F:20])[CH:16]=[CH:15][C:14]=1[CH2:23][C:24]#[N:25].C[O-].[Na+]. The catalyst is C(O)C. The product is [F:12][C:13]1[CH:18]=[C:17]([C:19]([F:21])([F:22])[F:20])[CH:16]=[CH:15][C:14]=1[C:23]1[N:3]=[N:2][N:1]([C:4]2[CH:5]=[CH:6][C:7]([O:10][CH3:11])=[CH:8][CH:9]=2)[C:24]=1[NH2:25]. The yield is 0.530. (7) The reactants are [NH2:1][C:2]1[C:3]([O:16][CH3:17])=[N:4][C:5]([N:10]2[CH2:14][CH2:13][NH:12][C:11]2=[O:15])=[N:6][C:7]=1[O:8][CH3:9].[Br:18][C:19]1[S:20][CH:21]=[C:22]([C:24](O)=[O:25])[N:23]=1.C(N(CC)CC)C.CN(C(ON1N=NC2C=CC=NC1=2)=[N+](C)C)C.F[P-](F)(F)(F)(F)F. The catalyst is ClCCl. The product is [Br:18][C:19]1[S:20][CH:21]=[C:22]([C:24]([NH:1][C:2]2[C:7]([O:8][CH3:9])=[N:6][C:5]([N:10]3[CH2:14][CH2:13][NH:12][C:11]3=[O:15])=[N:4][C:3]=2[O:16][CH3:17])=[O:25])[N:23]=1. The yield is 0.890.